Task: Predict which catalyst facilitates the given reaction.. Dataset: Catalyst prediction with 721,799 reactions and 888 catalyst types from USPTO (1) Reactant: Cl.[Cl:2][C:3]1[N:8]=[CH:7][C:6]([O:9][CH2:10][CH:11]2[CH2:16][CH2:15][NH:14][CH2:13][CH2:12]2)=[CH:5][N:4]=1.[CH3:17][C:18]1([CH3:21])[CH2:20][O:19]1.C([O-])([O-])=O.[K+].[K+]. Product: [Cl:2][C:3]1[N:8]=[CH:7][C:6]([O:9][CH2:10][CH:11]2[CH2:16][CH2:15][N:14]([CH2:17][C:18]([CH3:21])([OH:19])[CH3:20])[CH2:13][CH2:12]2)=[CH:5][N:4]=1. The catalyst class is: 88. (2) The catalyst class is: 33. Product: [CH2:17]([O:12][C:11](=[O:13])[CH:10]([C:3]1[C:4]([F:9])=[CH:5][CH:6]=[C:7]([OH:8])[C:2]=1[F:1])[O:14][CH2:15][CH3:16])[CH3:18]. Reactant: [F:1][C:2]1[C:7]([OH:8])=[CH:6][CH:5]=[C:4]([F:9])[C:3]=1[CH:10]([O:14][CH2:15][CH3:16])[C:11]([OH:13])=[O:12].[CH3:17][CH2:18]O. (3) Reactant: [C:1]([C@@H:5]([NH:10][C:11](=[O:30])[CH2:12][CH2:13][S:14][S:14][CH2:13][CH2:12][C:11]([NH:10][C@H:5]([C:1]([O:3][CH3:4])=[O:2])[CH2:6][CH:7]([CH3:9])[CH3:8])=[O:30])[CH2:6][CH:7]([CH3:9])[CH3:8])([O:3][CH3:4])=[O:2].ClCl. Product: [CH3:8][CH:7]([CH3:9])[CH2:6][C@H:5]([N:10]1[C:11](=[O:30])[CH:12]=[CH:13][S:14]1)[C:1]([O:3][CH3:4])=[O:2]. The catalyst class is: 11. (4) Reactant: [Cl:1][C:2]1[CH:8]=[CH:7][CH:6]=[C:5]([CH3:9])[C:3]=1[NH2:4].C1(C)C=CC(S(O)(=O)=O)=CC=1.C([O:23][C:24](=O)[CH:25]=[C:26]1[CH2:31][CH:30]([CH2:32][CH3:33])[CH2:29][CH2:28][C:27]1=O)C.O. The catalyst class is: 11. Product: [Cl:1][C:2]1[CH:8]=[CH:7][CH:6]=[C:5]([CH3:9])[C:3]=1[N:4]1[C:27]2[C:26]([CH2:31][CH:30]([CH2:32][CH3:33])[CH2:29][CH:28]=2)=[CH:25][C:24]1=[O:23]. (5) Reactant: [NH2:1][CH2:2][CH2:3][CH2:4][O:5][CH2:6][CH2:7][O:8][CH2:9][CH2:10][O:11][CH2:12][CH2:13][CH2:14][NH:15][C:16](=[O:22])[O:17][C:18]([CH3:21])([CH3:20])[CH3:19].[N:23]([CH2:26][C:27](O)=[O:28])=[N+:24]=[N-:25].C([O-])(O)=O.[Na+].C(Cl)CCl. Product: [N:23]([CH2:26][C:27](=[O:28])[NH:1][CH2:2][CH2:3][CH2:4][O:5][CH2:6][CH2:7][O:8][CH2:9][CH2:10][O:11][CH2:12][CH2:13][CH2:14][NH:15][C:16](=[O:22])[O:17][C:18]([CH3:19])([CH3:21])[CH3:20])=[N+:24]=[N-:25]. The catalyst class is: 3.